Task: Predict the reactants needed to synthesize the given product.. Dataset: Full USPTO retrosynthesis dataset with 1.9M reactions from patents (1976-2016) (1) Given the product [Cl:9][C:4]1[N:5]=[C:6]([Cl:8])[N:7]=[C:2]([NH:10][CH2:11][CH2:12][N:13]2[CH2:18][CH2:17][O:16][CH2:15][CH2:14]2)[N:3]=1, predict the reactants needed to synthesize it. The reactants are: Cl[C:2]1[N:7]=[C:6]([Cl:8])[N:5]=[C:4]([Cl:9])[N:3]=1.[NH2:10][CH2:11][CH2:12][N:13]1[CH2:18][CH2:17][O:16][CH2:15][CH2:14]1. (2) Given the product [CH2:1]([N:3]1[C:7]2[CH:8]=[CH:9][C:10]([C:12]3[CH:22]=[C:23]([C:25]4[CH:26]=[N:27][CH:28]=[CH:29][CH:30]=4)[NH:38][C:13]=3[C:15]3[CH:16]=[C:17]([CH3:21])[CH:18]=[CH:19][CH:20]=3)=[CH:11][C:6]=2[N:5]([CH2:31][CH3:32])[C:4]1=[O:33])[CH3:2], predict the reactants needed to synthesize it. The reactants are: [CH2:1]([N:3]1[C:7]2[CH:8]=[CH:9][C:10]([CH:12]([CH2:22][C:23]([C:25]3[CH:26]=[N:27][CH:28]=[CH:29][CH:30]=3)=O)[C:13]([C:15]3[CH:16]=[C:17]([CH3:21])[CH:18]=[CH:19][CH:20]=3)=O)=[CH:11][C:6]=2[N:5]([CH2:31][CH3:32])[C:4]1=[O:33])[CH3:2].C([O-])(=O)C.[NH4+:38].[NH4+].[OH-]. (3) The reactants are: [Cl:1][C:2]1[CH:7]=[CH:6][C:5]([CH2:8][CH:9]([NH:14][CH:15]=O)[C:10]2([CH3:13])[CH2:12][CH2:11]2)=[CH:4][C:3]=1[O:17][CH2:18][CH2:19][CH2:20][O:21][CH3:22].O=P(Cl)(Cl)Cl. Given the product [Cl:1][C:2]1[CH:7]=[C:6]2[C:5]([CH2:8][CH:9]([C:10]3([CH3:13])[CH2:12][CH2:11]3)[N:14]=[CH:15]2)=[CH:4][C:3]=1[O:17][CH2:18][CH2:19][CH2:20][O:21][CH3:22], predict the reactants needed to synthesize it. (4) Given the product [C:7]([O:11][C:12]([N:14]1[CH2:19][CH2:18][CH:17]([O:20][C:21]2[CH:26]=[CH:25][CH:24]=[C:23]([NH:27][C:31](=[O:32])[C:30]3[CH:34]=[CH:35][C:36]([F:38])=[CH:37][C:29]=3[Cl:28])[CH:22]=2)[CH2:16][CH2:15]1)=[O:13])([CH3:10])([CH3:8])[CH3:9], predict the reactants needed to synthesize it. The reactants are: N1C=CC=CC=1.[C:7]([O:11][C:12]([N:14]1[CH2:19][CH2:18][CH:17]([O:20][C:21]2[CH:26]=[CH:25][CH:24]=[C:23]([NH2:27])[CH:22]=2)[CH2:16][CH2:15]1)=[O:13])([CH3:10])([CH3:9])[CH3:8].[Cl:28][C:29]1[CH:37]=[C:36]([F:38])[CH:35]=[CH:34][C:30]=1[C:31](Cl)=[O:32]. (5) Given the product [CH2:15]([O:17][C:18]([C:20]1[CH:21]=[N:22][N:23]([C:26]2[CH:31]=[CH:30][C:29]([C:32]([F:35])([F:34])[F:33])=[CH:28][N:27]=2)[CH:24]=1)=[O:19])[CH3:16], predict the reactants needed to synthesize it. The reactants are: P([O-])([O-])([O-])=O.[K+].[K+].[K+].CNCCNC.[CH2:15]([O:17][C:18]([C:20]1[CH:21]=[N:22][NH:23][CH:24]=1)=[O:19])[CH3:16].Cl[C:26]1[CH:31]=[CH:30][C:29]([C:32]([F:35])([F:34])[F:33])=[CH:28][N:27]=1. (6) Given the product [CH2:11]([C:14]1[N:15]([CH2:27][CH2:28][CH2:29][C:30](=[O:32])[CH3:31])[C:16]2[C:25]3[CH:24]=[CH:23][CH:22]=[CH:21][C:20]=3[N:19]=[CH:18][C:17]=2[N:26]=1)[CH2:12][CH3:13], predict the reactants needed to synthesize it. The reactants are: C(Cl)(=O)C(Cl)=O.CS(C)=O.[CH2:11]([C:14]1[N:15]([CH2:27][CH2:28][CH2:29][CH:30]([OH:32])[CH3:31])[C:16]2[C:25]3[CH:24]=[CH:23][CH:22]=[CH:21][C:20]=3[N:19]=[CH:18][C:17]=2[N:26]=1)[CH2:12][CH3:13].C(N(CC)CC)C.C(=O)(O)[O-].[Na+]. (7) Given the product [Cl:33][C:34]1[CH:39]=[CH:38][C:37]([NH:40][C:41](=[O:42])[N:29]([CH2:28][C:24]2[CH:23]=[CH:22][CH:21]=[C:20]3[C:25]=2[C:26](=[O:27])[N:18]([CH:17]2[CH2:16][CH2:15][C:14](=[O:32])[NH:13][C:12]2=[O:11])[C:19]3=[O:31])[CH3:30])=[CH:36][CH:35]=1, predict the reactants needed to synthesize it. The reactants are: C(N(C(C)C)CC)(C)C.Cl.[O:11]=[C:12]1[CH:17]([N:18]2[C:26](=[O:27])[C:25]3[C:20](=[CH:21][CH:22]=[CH:23][C:24]=3[CH2:28][NH:29][CH3:30])[C:19]2=[O:31])[CH2:16][CH2:15][C:14](=[O:32])[NH:13]1.[Cl:33][C:34]1[CH:39]=[CH:38][C:37]([N:40]=[C:41]=[O:42])=[CH:36][CH:35]=1. (8) Given the product [F:17][C:11]([F:18])([C:9]1[CH:2]=[CH:3][CH:4]=[C:5]([CH:6]=[O:7])[CH:8]=1)[C:12]([O:14][CH2:15][CH3:16])=[O:13], predict the reactants needed to synthesize it. The reactants are: I[C:2]1[CH:9]=[CH:8][C:5]([CH:6]=[O:7])=[CH:4][CH:3]=1.Br[C:11]([F:18])([F:17])[C:12]([O:14][CH2:15][CH3:16])=[O:13].[Cl-].[NH4+]. (9) Given the product [CH2:16]([O:15][C:13]([CH:12]1[CH2:18][CH2:19][N:9]([C:2]2[CH:7]=[CH:6][CH:5]=[CH:4][C:3]=2[F:8])[CH2:10][CH2:11]1)=[O:14])[CH3:17], predict the reactants needed to synthesize it. The reactants are: Br[C:2]1[CH:7]=[CH:6][CH:5]=[CH:4][C:3]=1[F:8].[NH:9]1[CH2:19][CH2:18][CH:12]([C:13]([O:15][CH2:16][CH3:17])=[O:14])[CH2:11][CH2:10]1.CC(C)([O-])C.[Na+].C1(P(C2C=CC=CC=2)C2C=CC3C(=CC=CC=3)C=2C2C3C(=CC=CC=3)C=CC=2P(C2C=CC=CC=2)C2C=CC=CC=2)C=CC=CC=1.